Dataset: Full USPTO retrosynthesis dataset with 1.9M reactions from patents (1976-2016). Task: Predict the reactants needed to synthesize the given product. (1) Given the product [NH2:1][C:2]1[CH:6]=[C:5]([C:7]([CH3:9])([CH3:8])[CH3:10])[Se:4][C:3]=1[C:11]([NH2:12])=[O:13], predict the reactants needed to synthesize it. The reactants are: [NH2:1][C:2]1[CH:6]=[C:5]([C:7]([CH3:10])([CH3:9])[CH3:8])[Se:4][C:3]=1[C:11]#[N:12].[OH-:13].[Na+]. (2) Given the product [Br:1][CH2:2][CH2:3][CH2:4][N:18]([CH2:19][CH2:20][CH3:21])[S:15]([C:10]1[CH:11]=[CH:12][CH:13]=[CH:14][C:9]=1[N+:6]([O-:8])=[O:7])(=[O:16])=[O:17], predict the reactants needed to synthesize it. The reactants are: [Br:1][CH2:2][CH2:3][CH2:4]Br.[N+:6]([C:9]1[CH:14]=[CH:13][CH:12]=[CH:11][C:10]=1[S:15]([NH:18][CH2:19][CH2:20][CH3:21])(=[O:17])=[O:16])([O-:8])=[O:7].[H-].[Na+].C(Cl)Cl. (3) Given the product [Cl:1][C:2]1[N:3]=[N:4][C:5]([N:9]2[CH:13]=[CH:12][N:11]=[CH:10]2)=[CH:6][CH:7]=1, predict the reactants needed to synthesize it. The reactants are: [Cl:1][C:2]1[N:3]=[N:4][C:5](Cl)=[CH:6][CH:7]=1.[NH:9]1[CH:13]=[CH:12][N:11]=[CH:10]1.C(N(C(C)C)CC)(C)C. (4) Given the product [F:62][CH:60]([C:58]1[CH:57]=[CH:56][N:55]=[C:54]([NH:53][C:48]2[N:47]=[C:46]([C:43]3[S:42][C:41]([C:27]4([OH:26])[CH2:36][CH2:35][CH2:34][C:33]5[CH:32]=[C:31]([C:37]([O:39][CH3:40])=[O:38])[CH:30]=[CH:29][C:28]4=5)=[N:45][CH:44]=3)[CH:51]=[C:50]([CH3:52])[CH:49]=2)[CH:59]=1)[CH3:61], predict the reactants needed to synthesize it. The reactants are: [F-].C([N+](CCCC)(CCCC)CCCC)CCC.[Si]([O:26][C:27]1([C:41]2[S:42][C:43]([C:46]3[CH:51]=[C:50]([CH3:52])[CH:49]=[C:48]([NH:53][C:54]4[CH:59]=[C:58]([CH:60]([F:62])[CH3:61])[CH:57]=[CH:56][N:55]=4)[N:47]=3)=[CH:44][N:45]=2)[CH2:36][CH2:35][CH2:34][C:33]2[CH:32]=[C:31]([C:37]([O:39][CH3:40])=[O:38])[CH:30]=[CH:29][C:28]1=2)(C(C)(C)C)(C)C. (5) Given the product [CH:20]([C:2]1[CH:10]=[CH:9][C:5]([C:6]([OH:8])=[O:7])=[C:4]([CH3:11])[CH:3]=1)=[O:21], predict the reactants needed to synthesize it. The reactants are: Br[C:2]1[CH:10]=[CH:9][C:5]([C:6]([OH:8])=[O:7])=[C:4]([CH3:11])[CH:3]=1.C([Li])CCC.CN([CH:20]=[O:21])C. (6) Given the product [F:29]/[C:30](=[CH:33]\[C:34]([F:37])([F:36])[F:35])/[CH2:31][NH:32][C:20]([C@@H:19]1[CH2:18][C@@H:17]2[C@@H:15]([CH2:16]2)[N:14]1[C:12]([O:11][C:7]([CH3:8])([CH3:9])[CH3:10])=[O:13])=[O:22], predict the reactants needed to synthesize it. The reactants are: CN1C=CN=C1.[C:7]([O:11][C:12]([N:14]1[C@H:19]([C:20]([OH:22])=O)[CH2:18][C@@H:17]2[C@H:15]1[CH2:16]2)=[O:13])([CH3:10])([CH3:9])[CH3:8].CS(Cl)(=O)=O.Cl.[F:29]/[C:30](=[CH:33]\[C:34]([F:37])([F:36])[F:35])/[CH2:31][NH2:32]. (7) The reactants are: [NH2:1][C:2]1[CH:3]=[N:4][CH:5]=[CH:6][CH:7]=1.[Li+].CC([N-]C(C)C)C.Cl[C:17]1[N:22]=[C:21]([N:23]2[CH2:28][CH2:27][O:26][CH2:25][CH2:24]2)[N:20]=[C:19]([N:29]2[C:33]3[CH:34]=[CH:35][CH:36]=[C:37]([O:38][CH3:39])[C:32]=3[N:31]=[C:30]2[CH:40]([F:42])[F:41])[N:18]=1.N. Given the product [F:42][CH:40]([F:41])[C:30]1[N:29]([C:19]2[N:20]=[C:21]([N:23]3[CH2:28][CH2:27][O:26][CH2:25][CH2:24]3)[N:22]=[C:17]([NH:1][C:2]3[CH:3]=[N:4][CH:5]=[CH:6][CH:7]=3)[N:18]=2)[C:33]2[CH:34]=[CH:35][CH:36]=[C:37]([O:38][CH3:39])[C:32]=2[N:31]=1, predict the reactants needed to synthesize it. (8) Given the product [CH:1]([C:3]1[CH:12]=[CH:11][C:6]([C:7]([O:9][CH3:10])=[O:8])=[C:5]([CH3:13])[C:4]=1[O:14][S:15]([C:18]([F:21])([F:20])[F:19])(=[O:17])=[O:16])=[O:2], predict the reactants needed to synthesize it. The reactants are: [CH:1]([C:3]1[CH:12]=[CH:11][C:6]([C:7]([O:9][CH3:10])=[O:8])=[C:5]([CH3:13])[C:4]=1[OH:14])=[O:2].[S:15](O[S:15]([C:18]([F:21])([F:20])[F:19])(=[O:17])=[O:16])([C:18]([F:21])([F:20])[F:19])(=[O:17])=[O:16].C(N(CC)CC)C. (9) Given the product [Cl:15][C:16]1[CH:17]=[CH:18][C:19]([C:22]2[O:26][N:25]=[C:24]([CH2:27][N:10]3[CH2:9][C@H:8]([CH2:11][S:12][CH3:13])[NH:7][C:6](=[O:14])[C@@H:5]3[CH2:1][CH:2]([CH3:4])[CH3:3])[CH:23]=2)=[CH:20][CH:21]=1, predict the reactants needed to synthesize it. The reactants are: [CH2:1]([C@@H:5]1[NH:10][CH2:9][C@H:8]([CH2:11][S:12][CH3:13])[NH:7][C:6]1=[O:14])[CH:2]([CH3:4])[CH3:3].[Cl:15][C:16]1[CH:21]=[CH:20][C:19]([C:22]2[O:26][N:25]=[C:24]([CH:27]=O)[CH:23]=2)=[CH:18][CH:17]=1.C([C@@H]1N(CC2C=C(C3C=CC=CC=3)ON=2)C[C@H](CC(C)C)NC1=O)C(C)C. (10) Given the product [CH2:30]([O:29][N:25]1[C:26](=[O:28])[CH2:27][C@H:23]([NH:22][S:15]([N:12]2[CH2:13][CH2:14][N:9]([C:6]3[CH:7]=[CH:8][C:3]([C:2]([F:20])([F:19])[F:1])=[CH:4][CH:5]=3)[CH2:10][CH2:11]2)(=[O:17])=[O:16])[C:24]1=[O:37])[C:31]1[CH:32]=[CH:33][CH:34]=[CH:35][CH:36]=1, predict the reactants needed to synthesize it. The reactants are: [F:1][C:2]([F:20])([F:19])[C:3]1[CH:8]=[CH:7][C:6]([N:9]2[CH2:14][CH2:13][N:12]([S:15](Cl)(=[O:17])=[O:16])[CH2:11][CH2:10]2)=[CH:5][CH:4]=1.Cl.[NH2:22][C@H:23]1[CH2:27][C:26](=[O:28])[N:25]([O:29][CH2:30][C:31]2[CH:36]=[CH:35][CH:34]=[CH:33][CH:32]=2)[C:24]1=[O:37].CCN(CC)CC.